From a dataset of Full USPTO retrosynthesis dataset with 1.9M reactions from patents (1976-2016). Predict the reactants needed to synthesize the given product. (1) Given the product [NH2:16][C:17]1[CH:25]=[CH:24][C:20]([C:21]([NH:9][CH2:8][C:7]2[CH:10]=[C:3]([Cl:2])[CH:4]=[CH:5][C:6]=2[S:11]([CH2:14][CH3:15])(=[O:13])=[O:12])=[O:22])=[CH:19][C:18]=1[O:26][CH3:27], predict the reactants needed to synthesize it. The reactants are: Cl.[Cl:2][C:3]1[CH:4]=[CH:5][C:6]([S:11]([CH2:14][CH3:15])(=[O:13])=[O:12])=[C:7]([CH:10]=1)[CH2:8][NH2:9].[NH2:16][C:17]1[CH:25]=[CH:24][C:20]([C:21](O)=[O:22])=[CH:19][C:18]=1[O:26][CH3:27]. (2) The reactants are: [C:1]([O:5][C:6](=[O:23])[NH:7][C@@H:8]([CH2:12][C:13]1[CH:18]=[CH:17][C:16]([O:19][CH2:20][CH:21]=[CH2:22])=[CH:15][CH:14]=1)[C:9]([NH2:11])=O)([CH3:4])([CH3:3])[CH3:2].CC[N+](S(N=C(OC)[O-])(=O)=O)(CC)CC. Given the product [C:1]([O:5][C:6](=[O:23])[NH:7][C@H:8]([C:9]#[N:11])[CH2:12][C:13]1[CH:14]=[CH:15][C:16]([O:19][CH2:20][CH:21]=[CH2:22])=[CH:17][CH:18]=1)([CH3:4])([CH3:2])[CH3:3], predict the reactants needed to synthesize it. (3) Given the product [CH2:1]([O:8][CH2:9][N:10]1[CH:14]=[CH:13][C:12]([C:16]([O:18][CH2:19][CH3:20])=[O:17])=[C:11]1[CH:21]=[O:22])[C:2]1[CH:7]=[CH:6][CH:5]=[CH:4][CH:3]=1, predict the reactants needed to synthesize it. The reactants are: [CH2:1]([O:8][CH2:9][N:10]1[C:14](Br)=[CH:13][C:12]([C:16]([O:18][CH2:19][CH3:20])=[O:17])=[C:11]1[CH:21]=[O:22])[C:2]1[CH:7]=[CH:6][CH:5]=[CH:4][CH:3]=1.C(N(CC)C(C)C)(C)C.[H][H]. (4) Given the product [CH3:23][O:22][C:19]1[CH:20]=[CH:21][C:16]([N:14]([CH3:15])[C:12]2[C:11]3[C:6](=[CH:7][CH:8]=[CH:9][CH:10]=3)[N:5]=[C:4]([CH2:3][NH:30][CH2:31][CH2:32][CH2:33][OH:34])[N:13]=2)=[CH:17][CH:18]=1, predict the reactants needed to synthesize it. The reactants are: Cl.Cl[CH2:3][C:4]1[N:13]=[C:12]([N:14]([C:16]2[CH:21]=[CH:20][C:19]([O:22][CH3:23])=[CH:18][CH:17]=2)[CH3:15])[C:11]2[C:6](=[CH:7][CH:8]=[CH:9][CH:10]=2)[N:5]=1.C([O-])([O-])=O.[Cs+].[Cs+].[NH2:30][CH2:31][CH2:32][CH2:33][OH:34].CCOC(C)=O. (5) The reactants are: Br[CH:2]([C:4]1[C:13]([Cl:14])=[N:12][CH:11]=[CH:10][C:5]=1[C:6]([O:8]C)=O)[CH3:3].Cl.[F:16][CH:17]([F:30])[CH2:18][O:19][C:20]1[N:25]=[CH:24][C:23]([CH:26]([NH2:28])[CH3:27])=[CH:22][C:21]=1[CH3:29]. Given the product [Cl:14][C:13]1[C:4]2[CH:2]([CH3:3])[N:28]([CH:26]([C:23]3[CH:24]=[N:25][C:20]([O:19][CH2:18][CH:17]([F:30])[F:16])=[C:21]([CH3:29])[CH:22]=3)[CH3:27])[C:6](=[O:8])[C:5]=2[CH:10]=[CH:11][N:12]=1, predict the reactants needed to synthesize it. (6) Given the product [CH:38]([O:37][C:35](=[O:36])[CH:34]([C:31]1[CH:32]=[C:33]2[C:28](=[CH:29][CH:30]=1)[N:27]([CH3:41])[N:26]=[C:25]2[C:23]1[N:24]=[C:19]([O:18][C@H:12]2[CH2:11][N:10]([C:8]([O:7][C:3]([CH3:5])([CH3:4])[CH3:6])=[O:9])[CH2:17][CH2:16][C:13]32[CH2:14][CH2:15]3)[CH:20]=[N:21][CH:22]=1)[CH3:49])([CH3:39])[CH3:40], predict the reactants needed to synthesize it. The reactants are: [H-].[Na+].[C:3]([O:7][C:8]([N:10]1[CH2:17][CH2:16][C:13]2([CH2:15][CH2:14]2)[C@@H:12]([O:18][C:19]2[N:24]=[C:23]([C:25]3[C:33]4[C:28](=[CH:29][CH:30]=[C:31]([CH2:34][C:35]([O:37][CH:38]([CH3:40])[CH3:39])=[O:36])[CH:32]=4)[N:27]([C:41](OC(C)(C)C)=O)[N:26]=3)[CH:22]=[N:21][CH:20]=2)[CH2:11]1)=[O:9])([CH3:6])([CH3:5])[CH3:4].I[CH3:49]. (7) Given the product [Br:1][C:2]1[CH:23]=[CH:22][C:21]([F:24])=[CH:20][C:3]=1[O:4][CH:5]1[CH2:10][CH2:9][N:8]([C:11]2[N:12]=[CH:13][C:14]([C:17]#[N:19])=[N:15][CH:16]=2)[CH2:7][CH2:6]1, predict the reactants needed to synthesize it. The reactants are: [Br:1][C:2]1[CH:23]=[CH:22][C:21]([F:24])=[CH:20][C:3]=1[O:4][CH:5]1[CH2:10][CH2:9][N:8]([C:11]2[N:12]=[CH:13][C:14]([C:17]([NH2:19])=O)=[N:15][CH:16]=2)[CH2:7][CH2:6]1.C(N(CC)CC)C.FC(F)(F)C(OC(=O)C(F)(F)F)=O.